From a dataset of Forward reaction prediction with 1.9M reactions from USPTO patents (1976-2016). Predict the product of the given reaction. (1) Given the reactants [CH2:1]([N:4]([CH2:21][CH:22]=[CH2:23])[CH:5]1[CH2:9][CH:8]([O:10][CH2:11][C:12]2[CH:17]=[CH:16][C:15]([O:18][CH3:19])=[CH:14][CH:13]=2)[CH2:7][CH:6]1O)[CH:2]=[CH2:3].C([N:26](CC)CC)C.CS(Cl)(=O)=O.[OH-].[NH4+], predict the reaction product. The product is: [CH3:19][O:18][C:15]1[CH:16]=[CH:17][C:12]([CH2:11][O:10][CH:8]2[CH2:9][CH:5]([N:4]([CH2:21][CH:22]=[CH2:23])[CH2:1][CH:2]=[CH2:3])[CH:6]([NH2:26])[CH2:7]2)=[CH:13][CH:14]=1. (2) Given the reactants [CH2:1]([O:3][C:4]([N:6]1[CH:11]2[CH2:12][CH2:13][CH:7]1[CH2:8][CH:9]([C:14]([OH:16])=[O:15])[CH2:10]2)=[O:5])[CH3:2].[CH:17]1(O)[CH2:22][CH2:21][CH2:20][CH:19]=[CH:18]1.C(Cl)CCl, predict the reaction product. The product is: [CH:7]12[N:6]([C:4]([O:3][CH2:1][CH3:2])=[O:5])[CH:11]([CH2:12][CH2:13]1)[CH2:10][CH:9]([C:14]([O:16][CH:22]1[CH2:21][CH2:20][CH2:19][CH:18]=[CH:17]1)=[O:15])[CH2:8]2.